From a dataset of Peptide-MHC class II binding affinity with 134,281 pairs from IEDB. Regression. Given a peptide amino acid sequence and an MHC pseudo amino acid sequence, predict their binding affinity value. This is MHC class II binding data. (1) The peptide sequence is SQDLEMSWNLNGLQAY. The MHC is DRB1_1302 with pseudo-sequence DRB1_1302. The binding affinity (normalized) is 0.557. (2) The peptide sequence is AVTYYKEADYSQIPI. The MHC is HLA-DQA10301-DQB10302 with pseudo-sequence HLA-DQA10301-DQB10302. The binding affinity (normalized) is 0.164. (3) The peptide sequence is TLSYYKLGASQRVGT. The MHC is DRB1_0101 with pseudo-sequence DRB1_0101. The binding affinity (normalized) is 0.950. (4) The peptide sequence is GELQIVDKIDIAFKI. The MHC is DRB3_0202 with pseudo-sequence DRB3_0202. The binding affinity (normalized) is 0.401. (5) The peptide sequence is EIYKRWIILG. The MHC is DRB1_1501 with pseudo-sequence DRB1_1501. The binding affinity (normalized) is 0.267. (6) The peptide sequence is FKKYFAATQFEPLAA. The MHC is HLA-DPA10103-DPB10601 with pseudo-sequence HLA-DPA10103-DPB10601. The binding affinity (normalized) is 0.836.